The task is: Predict the product of the given reaction.. This data is from Forward reaction prediction with 1.9M reactions from USPTO patents (1976-2016). (1) Given the reactants [CH3:1][C:2]1[CH:6]=[C:5]([C:7]2[CH:12]=[CH:11][C:10]([CH3:13])=[CH:9][CH:8]=2)[O:4][N:3]=1, predict the reaction product. The product is: [NH2:3][C:2]([CH3:1])=[CH:6][C:5]([C:7]1[CH:8]=[CH:9][C:10]([CH3:13])=[CH:11][CH:12]=1)=[O:4]. (2) Given the reactants BrC1[CH:7]=[C:6]([N+:8]([O-:10])=[O:9])[CH:5]=[C:4]([CH3:11])[CH:3]=1.C1(B(O)O)C=CC=CC=1.C(=O)([O-])[O-].[Na+].[Na+].[C:42]1([CH3:47])[CH:43]=[CH:44][CH:45]=[CH:46][C:41]=1P([C:41]1[CH:46]=[CH:45][CH:44]=[CH:43][C:42]=1[CH3:47])[C:41]1[CH:46]=[CH:45][CH:44]=[CH:43][C:42]=1[CH3:47], predict the reaction product. The product is: [CH3:11][C:4]1[CH:3]=[C:47]([C:42]2[CH:41]=[CH:46][CH:45]=[CH:44][CH:43]=2)[CH:7]=[C:6]([N+:8]([O-:10])=[O:9])[CH:5]=1. (3) Given the reactants Cl.[F:2][C:3]1([F:14])[CH2:7][NH:6][C@H:5]([CH2:8][CH:9]([CH3:13])[C:10]([OH:12])=[O:11])[CH2:4]1.Br[CH2:16][C:17]1[NH:22][C:21]([C:23]2[S:24][CH:25]=[CH:26][N:27]=2)=[N:20][C@@H:19]([C:28]2[CH:33]=[CH:32][C:31]([F:34])=[CH:30][C:29]=2[Cl:35])[C:18]=1[C:36]([O:38][CH2:39][CH3:40])=[O:37].C(=O)([O-])[O-].[K+].[K+], predict the reaction product. The product is: [Cl:35][C:29]1[CH:30]=[C:31]([F:34])[CH:32]=[CH:33][C:28]=1[C@@H:19]1[N:20]=[C:21]([C:23]2[S:24][CH:25]=[CH:26][N:27]=2)[NH:22][C:17]([CH2:16][N:6]2[CH2:7][C:3]([F:2])([F:14])[CH2:4][C@H:5]2[CH2:8][CH:9]([CH3:13])[C:10]([OH:12])=[O:11])=[C:18]1[C:36]([O:38][CH2:39][CH3:40])=[O:37].